Predict the reaction yield, written as a fraction of the theoretical maximum amount of product (1.0 means a 100% yield; for example, 0.34 means a 34% yield). From a dataset of Reaction yield outcomes from USPTO patents with 853,638 reactions. (1) The reactants are C(=O)([O-])[O-].[K+].[K+].[C:7]1([CH:14]=[CH:13][CH:12]=[C:10]([OH:11])[CH:9]=1)[OH:8].Br[CH2:16][CH:17]=[CH2:18].Cl. The catalyst is CN(C=O)C. The product is [CH2:18]([O:8][C:7]1[CH:9]=[C:10]([OH:11])[CH:12]=[CH:13][CH:14]=1)[CH:17]=[CH2:16]. The yield is 0.730. (2) The reactants are [Cl-].O[NH3+:3].[C:4](=[O:7])([O-])[OH:5].[Na+].[Si]([O:16][CH:17]([C:19]1[CH:24]=[CH:23][C:22]([N:25]2[C:30](=[O:31])[C:29]([CH2:32][C:33]3[CH:38]=[CH:37][C:36]([C:39]4[C:40]([C:45]#[N:46])=[CH:41][CH:42]=[CH:43][CH:44]=4)=[CH:35][CH:34]=3)=[C:28]([CH2:47][CH2:48][CH3:49])[N:27]3[N:50]=[CH:51][N:52]=[C:26]23)=[CH:21][CH:20]=1)[CH3:18])(C(C)(C)C)(C)C. The catalyst is CS(C)=O. The product is [OH:16][CH:17]([C:19]1[CH:24]=[CH:23][C:22]([N:25]2[C:30](=[O:31])[C:29]([CH2:32][C:33]3[CH:34]=[CH:35][C:36]([C:39]4[CH:44]=[CH:43][CH:42]=[CH:41][C:40]=4[C:45]4[NH:46][C:4](=[O:7])[O:5][N:3]=4)=[CH:37][CH:38]=3)=[C:28]([CH2:47][CH2:48][CH3:49])[N:27]3[N:50]=[CH:51][N:52]=[C:26]23)=[CH:21][CH:20]=1)[CH3:18]. The yield is 0.440. (3) The reactants are [Cl:1][C:2]1[CH:23]=[C:22]([Cl:24])[CH:21]=[CH:20][C:3]=1[CH2:4][N:5]1[C:9](/[CH:10]=[CH:11]/[C:12]([O:14]CC)=[O:13])=[CH:8][C:7]([CH:17]([CH3:19])[CH3:18])=[N:6]1.[OH-].[Na+].O1CCCC1. The catalyst is C(O)C. The product is [Cl:1][C:2]1[CH:23]=[C:22]([Cl:24])[CH:21]=[CH:20][C:3]=1[CH2:4][N:5]1[C:9](/[CH:10]=[CH:11]/[C:12]([OH:14])=[O:13])=[CH:8][C:7]([CH:17]([CH3:19])[CH3:18])=[N:6]1. The yield is 0.750. (4) The reactants are Cl[C:2]1[N:7]2[N:8]=[C:9]([C:23]3[CH:28]=[CH:27][C:26]([O:29][CH3:30])=[CH:25][CH:24]=3)[C:10]([C:11]3[CH:16]=[CH:15][N:14]=[C:13]([NH:17][CH:18]4[CH2:22][CH2:21][CH2:20][CH2:19]4)[N:12]=3)=[C:6]2[CH:5]=[CH:4][CH:3]=1.[NH:31]1[CH2:36][CH2:35][O:34][CH2:33][CH2:32]1. No catalyst specified. The product is [CH:18]1([NH:17][C:13]2[N:12]=[C:11]([C:10]3[C:9]([C:23]4[CH:28]=[CH:27][C:26]([O:29][CH3:30])=[CH:25][CH:24]=4)=[N:8][N:7]4[C:2]([N:31]5[CH2:36][CH2:35][O:34][CH2:33][CH2:32]5)=[CH:3][CH:4]=[CH:5][C:6]=34)[CH:16]=[CH:15][N:14]=2)[CH2:22][CH2:21][CH2:20][CH2:19]1. The yield is 0.860.